From a dataset of Reaction yield outcomes from USPTO patents with 853,638 reactions. Predict the reaction yield, written as a fraction of the theoretical maximum amount of product (1.0 means a 100% yield; for example, 0.34 means a 34% yield). (1) The reactants are [F:1][C:2]([F:22])([F:21])[C:3]1[N:11]=[C:10]([NH:12][CH2:13][CH2:14][C:15]2[CH:20]=[CH:19][CH:18]=[CH:17][CH:16]=2)[N:9]=[C:8]2[C:4]=1[NH:5][CH:6]=[N:7]2.[CH3:23]N(C=O)C. No catalyst specified. The product is [F:22][C:2]([F:1])([F:21])[C:3]1[N:11]=[C:10]([NH:12][CH2:13][CH2:14][C:15]2[CH:16]=[CH:17][CH:18]=[CH:19][CH:20]=2)[N:9]=[C:8]2[C:4]=1[N:5]=[CH:6][N:7]2[CH3:23]. The yield is 0.800. (2) The reactants are I[C:2]1[CH:11]=[C:10]2[C:5]([C:6]([N:13]3[CH2:17][CH2:16][CH2:15][CH2:14]3)=[CH:7][C:8]([CH3:12])=[N:9]2)=[CH:4][CH:3]=1.C1C=CC(P(C2C(C3C(P(C4C=CC=CC=4)C4C=CC=CC=4)=CC=C4C=3C=CC=C4)=C3C(C=CC=C3)=CC=2)C2C=CC=CC=2)=CC=1.[NH2:64][CH2:65][CH:66]1[CH2:68][CH2:67]1. The catalyst is C1(C)C=CC=CC=1.C([O-])(=O)C.[Pd+2].C([O-])(=O)C. The product is [CH:66]1([CH2:65][NH:64][C:2]2[CH:11]=[C:10]3[C:5]([C:6]([N:13]4[CH2:17][CH2:16][CH2:15][CH2:14]4)=[CH:7][C:8]([CH3:12])=[N:9]3)=[CH:4][CH:3]=2)[CH2:68][CH2:67]1. The yield is 0.300. (3) The reactants are [N:1]1[CH:6]=[CH:5][CH:4]=[CH:3][C:2]=1[NH:7][C:8]1[CH:12]=[C:11]([S:13][C:14]2[CH:15]=[C:16]([CH:20]=[CH:21][CH:22]=2)[C:17]([OH:19])=O)[NH:10][N:9]=1.[C:23]1([S:29]([N:32]2[CH2:35][CH:34]([NH:36]C(=O)OC(C)(C)C)[CH2:33]2)(=[O:31])=[O:30])[CH:28]=[CH:27][CH:26]=[CH:25][CH:24]=1. No catalyst specified. The product is [C:23]1([S:29]([N:32]2[CH2:33][CH:34]([NH:36][C:17](=[O:19])[C:16]3[CH:20]=[CH:21][CH:22]=[C:14]([S:13][C:11]4[NH:10][N:9]=[C:8]([NH:7][C:2]5[CH:3]=[CH:4][CH:5]=[CH:6][N:1]=5)[CH:12]=4)[CH:15]=3)[CH2:35]2)(=[O:30])=[O:31])[CH:28]=[CH:27][CH:26]=[CH:25][CH:24]=1. The yield is 0.410. (4) The reactants are [CH2:1](O)[CH:2]([CH2:4][CH2:5][CH2:6][C@H:7]([C@@H:9]1[C@:26]2([CH3:27])[C@H:12]([C@H:13]3[C@H:23]([CH2:24][CH2:25]2)[C@:21]2([CH3:22])[CH:16](CCC[CH2:20]2)[CH2:15][CH2:14]3)[CH2:11][CH2:10]1)[CH3:8])[CH3:3].[CH3:29][C:30](C)([O-:32])[CH3:31].[K+].Br[CH2:36][C:37]([O:39][C:40]([CH3:43])([CH3:42])[CH3:41])=[O:38]. The catalyst is C1(C)C=CC=CC=1. The product is [CH3:3][CH:2]([CH2:4][CH2:5][CH2:6][C@H:7]([C@@H:9]1[C@:26]2([CH3:27])[C@H:12]([C@H:13]3[C@H:23]([CH2:24][CH2:25]2)[C@:21]2([CH3:20])[CH:16]([CH2:29][CH:30]([O:32][CH2:36][C:37]([O:39][C:40]([CH3:43])([CH3:42])[CH3:41])=[O:38])[CH2:31][CH2:22]2)[CH2:15][CH2:14]3)[CH2:11][CH2:10]1)[CH3:8])[CH3:1]. The yield is 0.760.